This data is from Full USPTO retrosynthesis dataset with 1.9M reactions from patents (1976-2016). The task is: Predict the reactants needed to synthesize the given product. Given the product [OH:56][CH2:55][CH2:54][N:51]1[C:52]([CH3:53])=[C:48]([NH:47][C:12]([C:8]2[N:9]=[CH:10][O:11][C:7]=2[C:3]2[CH:2]=[C:1]([CH3:15])[CH:6]=[CH:5][CH:4]=2)=[O:14])[C:49]([CH3:57])=[N:50]1, predict the reactants needed to synthesize it. The reactants are: [C:1]1([CH3:15])[CH:6]=[CH:5][CH:4]=[C:3]([C:7]2[O:11][CH:10]=[N:9][C:8]=2[C:12]([OH:14])=O)[CH:2]=1.CN(C(ON1N=NC2C=CC=CC1=2)=[N+](C)C)C.[B-](F)(F)(F)F.CCN(C(C)C)C(C)C.[NH2:47][C:48]1[C:49]([CH3:57])=[N:50][N:51]([CH2:54][CH2:55][OH:56])[C:52]=1[CH3:53].